This data is from Full USPTO retrosynthesis dataset with 1.9M reactions from patents (1976-2016). The task is: Predict the reactants needed to synthesize the given product. Given the product [NH2:32][CH2:31][C:30]1[N:26]([CH2:25][C@@H:17]2[C@H:16]([NH:15][C:13](=[O:14])/[C:12](=[N:11]\[O:10][C:7]([CH3:9])([CH3:8])[C:6]([OH:53])=[O:5])/[C:40]3[N:41]=[C:42]([NH2:45])[S:43][CH:44]=3)[C:19](=[O:20])[N:18]2[S:21]([OH:24])(=[O:23])=[O:22])[N:27]=[N:28][N:29]=1, predict the reactants needed to synthesize it. The reactants are: C([O:5][C:6](=[O:53])[C:7]([O:10]/[N:11]=[C:12](/[C:40]1[N:41]=[C:42]([NH:45]C(OC(C)(C)C)=O)[S:43][CH:44]=1)\[C:13]([NH:15][C@@H:16]1[C:19](=[O:20])[N:18]([S:21]([OH:24])(=[O:23])=[O:22])[C@@H:17]1[CH2:25][N:26]1[C:30]([CH2:31][NH:32]C(OC(C)(C)C)=O)=[N:29][N:28]=[N:27]1)=[O:14])([CH3:9])[CH3:8])(C)(C)C.C(O)(C(F)(F)F)=O.